Predict the product of the given reaction. From a dataset of Forward reaction prediction with 1.9M reactions from USPTO patents (1976-2016). The product is: [CH2:21]([O:20][C:18](=[O:19])[C:17]([CH3:24])([O:1][C:2]1[CH:9]=[CH:8][C:5]([CH:6]=[O:7])=[CH:4][CH:3]=1)[CH3:23])[CH3:22]. Given the reactants [OH:1][C:2]1[CH:9]=[CH:8][C:5]([CH:6]=[O:7])=[CH:4][CH:3]=1.C([O-])([O-])=O.[K+].[K+].Br[C:17]([CH3:24])([CH3:23])[C:18]([O:20][CH2:21][CH3:22])=[O:19].O, predict the reaction product.